Dataset: Reaction yield outcomes from USPTO patents with 853,638 reactions. Task: Predict the reaction yield, written as a fraction of the theoretical maximum amount of product (1.0 means a 100% yield; for example, 0.34 means a 34% yield). (1) The reactants are [O:1]=[C:2]([C:13]1[O:14][C:15]([C:18]2[CH:23]=[CH:22][CH:21]=[CH:20][N:19]=2)=[CH:16][N:17]=1)[CH2:3][CH2:4][CH2:5][CH2:6][C:7]#[C:8][Si](C)(C)C.[F:24][C:25]1[CH:30]=[CH:29][CH:28]=[C:27](I)[CH:26]=1. No catalyst specified. The product is [O:1]=[C:2]([C:13]1[O:14][C:15]([C:18]2[CH:23]=[CH:22][CH:21]=[CH:20][N:19]=2)=[CH:16][N:17]=1)[CH2:3][CH2:4][CH2:5][CH2:6][C:7]#[C:8][C:27]1[CH:28]=[CH:29][CH:30]=[C:25]([F:24])[CH:26]=1. The yield is 0.520. (2) The reactants are [C:1]([O:5][C:6]([NH:8][CH2:9][CH:10]([C:15]1[CH:20]=[CH:19][C:18]([Cl:21])=[CH:17][CH:16]=1)[CH2:11][C:12]([OH:14])=O)=[O:7])([CH3:4])([CH3:3])[CH3:2].[NH2:22][C:23]1[CH:28]=[CH:27][CH:26]=[CH:25][CH:24]=1.CN(C=O)C.CCN(C(C)C)C(C)C. No catalyst specified. The product is [Cl:21][C:18]1[CH:19]=[CH:20][C:15]([CH:10]([CH2:11][C:12](=[O:14])[NH:22][C:23]2[CH:28]=[CH:27][CH:26]=[CH:25][CH:24]=2)[CH2:9][NH:8][C:6](=[O:7])[O:5][C:1]([CH3:2])([CH3:3])[CH3:4])=[CH:16][CH:17]=1. The yield is 0.470. (3) The reactants are [C:1]([C:4]1[C:14]([OH:15])=[CH:13][C:12]2[CH:11]3[CH2:16][CH:7]([CH2:8][N:9]([C:17](=[O:22])[C:18]([F:21])([F:20])[F:19])[CH2:10]3)[C:6]=2[CH:5]=1)(=O)[CH3:2].Cl.[NH2:24][OH:25].C([O-])(=O)C.[Na+]. The catalyst is CO.O. The product is [F:20][C:18]([F:21])([F:19])[C:17]([N:9]1[CH2:10][CH:11]2[CH2:16][CH:7]([C:6]3[CH:5]=[C:4]([C:1](=[N:24][OH:25])[CH3:2])[C:14]([OH:15])=[CH:13][C:12]=32)[CH2:8]1)=[O:22]. The yield is 0.930. (4) The reactants are Cl[CH2:2][CH2:3][CH2:4][O:5][C:6]1[CH:18]=[C:17]2[C:9]([N:10]3[C:15](=[CH:16]2)[C:14](=[O:19])[NH:13][CH2:12][CH2:11]3)=[N:8][CH:7]=1.[CH3:20][C@H:21]1[CH2:25][CH2:24][CH2:23][NH:22]1. No catalyst specified. The product is [CH3:20][C@H:21]1[CH2:25][CH2:24][CH2:23][N:22]1[CH2:2][CH2:3][CH2:4][O:5][C:6]1[CH:18]=[C:17]2[C:9]([N:10]3[C:15](=[CH:16]2)[C:14](=[O:19])[NH:13][CH2:12][CH2:11]3)=[N:8][CH:7]=1. The yield is 0.190. (5) The reactants are B(F)(F)F.CC[O:7][CH2:8][CH3:9].[Cl:10][C:11]1[N:16]=[CH:15][C:14](N)=[C:13]([I:18])[CH:12]=1.N(OC(C)(C)C)=[O:20]. The catalyst is COCCOC.C(Cl)Cl. The product is [Cl:10][C:11]1[N:16]=[CH:15][C:14]([O:7][C:8](=[O:20])[CH3:9])=[C:13]([I:18])[CH:12]=1. The yield is 0.490. (6) The reactants are [Br-].[NH:2]1[C:10]2[C:5](=[CH:6][CH:7]=[CH:8][CH:9]=2)[C:4]([CH2:11][P+](C2C=CC=CC=2)(C2C=CC=CC=2)C2C=CC=CC=2)=[N:3]1.C[O:32][C:33](=[O:42])[C:34]1[CH:39]=[CH:38][CH:37]=[CH:36][C:35]=1[CH:40]=O.C(=O)([O-])[O-].[K+].[K+].O. The catalyst is CO. The product is [NH:2]1[C:10]2[C:5](=[CH:6][CH:7]=[CH:8][CH:9]=2)[C:4](/[CH:11]=[CH:40]/[C:35]2[CH:36]=[CH:37][CH:38]=[CH:39][C:34]=2[C:33]([OH:42])=[O:32])=[N:3]1. The yield is 0.360.